From a dataset of Catalyst prediction with 721,799 reactions and 888 catalyst types from USPTO. Predict which catalyst facilitates the given reaction. (1) Reactant: [NH2:1][C:2]1[CH:3]=[C:4]2[C:8](=[CH:9][C:10]=1[NH2:11])[N:7]([CH2:12][CH3:13])[C:6](=[O:14])[C:5]2([CH3:16])[CH3:15].[CH:17]([C:19]1[C:27]2[C:22](=[CH:23][CH:24]=[C:25]([C:28]([OH:30])=[O:29])[CH:26]=2)[NH:21][N:20]=1)=O.[S].O. Product: [CH2:12]([N:7]1[C:8]2[CH:9]=[C:10]3[NH:11][C:17]([C:19]4[C:27]5[C:22](=[CH:23][CH:24]=[C:25]([C:28]([OH:30])=[O:29])[CH:26]=5)[NH:21][N:20]=4)=[N:1][C:2]3=[CH:3][C:4]=2[C:5]([CH3:15])([CH3:16])[C:6]1=[O:14])[CH3:13]. The catalyst class is: 3. (2) Reactant: [Cl:1][C:2]1[C:6]([S:7](Cl)(=[O:9])=[O:8])=[CH:5][N:4]([CH3:11])[C:3]=1[C:12]([O:14][CH3:15])=[O:13].[F:16][C:17]([F:22])([F:21])[C@H:18]([NH2:20])[CH3:19].CCN(C(C)C)C(C)C. Product: [Cl:1][C:2]1[C:6]([S:7](=[O:9])(=[O:8])[NH:20][C@H:18]([CH3:19])[C:17]([F:22])([F:21])[F:16])=[CH:5][N:4]([CH3:11])[C:3]=1[C:12]([O:14][CH3:15])=[O:13]. The catalyst class is: 10. (3) Reactant: [OH:1][C:2]1[C:7]2[CH2:8][O:9][C@:10]3([CH3:22])[C@H:14]([C:6]=2[CH:5]=[CH:4][CH:3]=1)[CH2:13][N:12]([C:15]([O:17][C:18]([CH3:21])([CH3:20])[CH3:19])=[O:16])[CH2:11]3.[H-].[Na+].[F:25][CH2:26][CH2:27]I. Product: [F:25][CH2:26][CH2:27][O:1][C:2]1[C:7]2[CH2:8][O:9][C@:10]3([CH3:22])[C@H:14]([C:6]=2[CH:5]=[CH:4][CH:3]=1)[CH2:13][N:12]([C:15]([O:17][C:18]([CH3:21])([CH3:20])[CH3:19])=[O:16])[CH2:11]3. The catalyst class is: 3. (4) Product: [F:13][C:6]1[CH:7]=[C:8]([C:20]([OH:21])([CH3:22])[CH3:19])[CH:9]=[C:10]([F:11])[C:5]=1[CH:4]=[CH:3][O:2][CH3:1]. The catalyst class is: 282. Reactant: [CH3:1][O:2][CH:3]=[CH:4][C:5]1[C:10]([F:11])=[CH:9][C:8](Br)=[CH:7][C:6]=1[F:13].[Li]CCCC.[CH3:19][C:20]([CH3:22])=[O:21].O. (5) Reactant: F[C:2]1[CH:7]=CC(N2C(I)=C(N)C=N2)=[CH:4][CH:3]=1.[Cl:15][C:16]1[C:17]([C:41]([F:44])([F:43])[F:42])=[N:18][N:19]([CH:22]2[CH2:26][CH2:25][N:24]([C:27]3[CH:28]=[N:29][N:30]([C:33]4[CH:38]=[CH:37][C:36]([F:39])=[CH:35][CH:34]=4)[C:31]=3[I:32])[C:23]2=[O:40])[C:20]=1[CH3:21].C/C(/[B-](F)(F)F)=C\C.[K+].C(=O)([O-])[O-].[Na+].[Na+]. Product: [Cl:15][C:16]1[C:17]([C:41]([F:43])([F:42])[F:44])=[N:18][N:19]([CH:22]2[CH2:26][CH2:25][N:24]([C:27]3[CH:28]=[N:29][N:30]([C:33]4[CH:34]=[CH:35][C:36]([F:39])=[CH:37][CH:38]=4)[C:31]=3[I:32])[C:23]2=[O:40])[C:20]=1[CH3:21].[Cl:15][C:16]1[C:17]([C:41]([F:44])([F:43])[F:42])=[N:18][N:19]([CH:22]2[CH2:26][CH2:25][N:24]([C:27]3[CH:28]=[N:29][N:30]([C:33]4[CH:38]=[CH:37][C:36]([F:39])=[CH:35][CH:34]=4)[C:31]=3/[C:2](/[CH3:7])=[CH:3]/[CH3:4])[C:23]2=[O:40])[C:20]=1[CH3:21]. The catalyst class is: 117. (6) Reactant: [S:1]1[CH:5]=[CH:4][C:3]([CH2:6][CH2:7][OH:8])=[CH:2]1.C(N(CC)CC)C.[CH3:16][S:17](Cl)(=[O:19])=[O:18]. Product: [CH3:16][S:17]([O:8][CH2:7][CH2:6][C:3]1[CH:4]=[CH:5][S:1][CH:2]=1)(=[O:19])=[O:18]. The catalyst class is: 1.